This data is from Full USPTO retrosynthesis dataset with 1.9M reactions from patents (1976-2016). The task is: Predict the reactants needed to synthesize the given product. (1) Given the product [F:1][C:2]([CH3:12])([CH3:11])[CH2:3][C:4]1([OH:10])[CH2:5][CH2:6][N:7]([C:30]([C:29]2[CH:28]=[CH:27][C:26]([NH:25][S:22]([C:21]3[CH:20]=[CH:19][CH:18]=[C:17]4[S:13][CH:14]=[N:15][C:16]=34)(=[O:24])=[O:23])=[CH:34][CH:33]=2)=[O:31])[CH2:8][CH2:9]1, predict the reactants needed to synthesize it. The reactants are: [F:1][C:2]([CH3:12])([CH3:11])[CH2:3][C:4]1([OH:10])[CH2:9][CH2:8][NH:7][CH2:6][CH2:5]1.[S:13]1[C:17]2=[CH:18][CH:19]=[CH:20][C:21]([S:22]([NH:25][C:26]3[CH:34]=[CH:33][C:29]([C:30](O)=[O:31])=[CH:28][CH:27]=3)(=[O:24])=[O:23])=[C:16]2[N:15]=[CH:14]1.CCN(C(C)C)C(C)C.CN(C(ON1N=NC2C=CC=NC1=2)=[N+](C)C)C.F[P-](F)(F)(F)(F)F. (2) The reactants are: [OH-].[Na+].CO.C([O:7][C:8]([C:10]1[C:14]([C:15]2[CH:20]=[CH:19][CH:18]=[CH:17][C:16]=2[CH3:21])=[CH:13][S:12][C:11]=1[N:22]1[C:30](=[O:31])[C:29]2[C:24](=[CH:25][CH:26]=[CH:27][CH:28]=2)[C:23]1=[O:32])=[O:9])C.Cl. Given the product [O:32]=[C:23]1[C:24]2[C:29](=[CH:28][CH:27]=[CH:26][CH:25]=2)[C:30](=[O:31])[N:22]1[C:11]1[S:12][CH:13]=[C:14]([C:15]2[CH:20]=[CH:19][CH:18]=[CH:17][C:16]=2[CH3:21])[C:10]=1[C:8]([OH:9])=[O:7], predict the reactants needed to synthesize it. (3) Given the product [Cl:36][C:32]1[CH:31]=[C:30]([CH:35]=[CH:34][CH:33]=1)[O:29][C:28]1[CH:27]=[CH:26][C:24]([NH:25][C:2]2[C:3]3[N:10]([CH2:11][CH2:12][NH:13][C:14](=[O:20])[O:15][C:16]([CH3:19])([CH3:18])[CH3:17])[CH:9]=[CH:8][C:4]=3[N:5]=[CH:6][N:7]=2)=[CH:23][C:22]=1[CH3:21], predict the reactants needed to synthesize it. The reactants are: Cl[C:2]1[C:3]2[N:10]([CH2:11][CH2:12][NH:13][C:14](=[O:20])[O:15][C:16]([CH3:19])([CH3:18])[CH3:17])[CH:9]=[CH:8][C:4]=2[N:5]=[CH:6][N:7]=1.[CH3:21][C:22]1[CH:23]=[C:24]([CH:26]=[CH:27][C:28]=1[O:29][C:30]1[CH:35]=[CH:34][CH:33]=[C:32]([Cl:36])[CH:31]=1)[NH2:25].C(=O)(O)[O-].[Na+].